Dataset: NCI-60 drug combinations with 297,098 pairs across 59 cell lines. Task: Regression. Given two drug SMILES strings and cell line genomic features, predict the synergy score measuring deviation from expected non-interaction effect. (1) Drug 1: C(CC(=O)O)C(=O)CN.Cl. Drug 2: C1CN(CCN1C(=O)CCBr)C(=O)CCBr. Cell line: ACHN. Synergy scores: CSS=11.3, Synergy_ZIP=-4.82, Synergy_Bliss=-5.82, Synergy_Loewe=-31.2, Synergy_HSA=-7.02. (2) Drug 1: CC1=C(C(=CC=C1)Cl)NC(=O)C2=CN=C(S2)NC3=CC(=NC(=N3)C)N4CCN(CC4)CCO. Drug 2: CCN(CC)CCCC(C)NC1=C2C=C(C=CC2=NC3=C1C=CC(=C3)Cl)OC. Cell line: NCIH23. Synergy scores: CSS=17.9, Synergy_ZIP=-8.19, Synergy_Bliss=0.175, Synergy_Loewe=-5.08, Synergy_HSA=-0.272. (3) Drug 1: CC(C)(C#N)C1=CC(=CC(=C1)CN2C=NC=N2)C(C)(C)C#N. Drug 2: C1CN(CCN1C(=O)CCBr)C(=O)CCBr. Cell line: T-47D. Synergy scores: CSS=23.3, Synergy_ZIP=-5.16, Synergy_Bliss=-1.83, Synergy_Loewe=2.77, Synergy_HSA=3.08. (4) Drug 1: CC(CN1CC(=O)NC(=O)C1)N2CC(=O)NC(=O)C2. Synergy scores: CSS=34.0, Synergy_ZIP=-1.22, Synergy_Bliss=6.15, Synergy_Loewe=7.60, Synergy_HSA=7.75. Drug 2: CC12CCC3C(C1CCC2O)C(CC4=C3C=CC(=C4)O)CCCCCCCCCS(=O)CCCC(C(F)(F)F)(F)F. Cell line: SN12C. (5) Drug 1: C#CCC(CC1=CN=C2C(=N1)C(=NC(=N2)N)N)C3=CC=C(C=C3)C(=O)NC(CCC(=O)O)C(=O)O. Drug 2: C1CNP(=O)(OC1)N(CCCl)CCCl. Cell line: MDA-MB-435. Synergy scores: CSS=-9.07, Synergy_ZIP=3.43, Synergy_Bliss=-1.68, Synergy_Loewe=-7.90, Synergy_HSA=-8.97. (6) Drug 1: CCC(=C(C1=CC=CC=C1)C2=CC=C(C=C2)OCCN(C)C)C3=CC=CC=C3.C(C(=O)O)C(CC(=O)O)(C(=O)O)O. Drug 2: CC1=C(C=C(C=C1)NC(=O)C2=CC=C(C=C2)CN3CCN(CC3)C)NC4=NC=CC(=N4)C5=CN=CC=C5. Cell line: HCT-15. Synergy scores: CSS=7.87, Synergy_ZIP=-7.47, Synergy_Bliss=-3.66, Synergy_Loewe=-12.4, Synergy_HSA=-6.69. (7) Drug 1: CC=C1C(=O)NC(C(=O)OC2CC(=O)NC(C(=O)NC(CSSCCC=C2)C(=O)N1)C(C)C)C(C)C. Drug 2: CC(C)(C#N)C1=CC(=CC(=C1)CN2C=NC=N2)C(C)(C)C#N. Cell line: EKVX. Synergy scores: CSS=0.413, Synergy_ZIP=-2.91, Synergy_Bliss=-3.58, Synergy_Loewe=-8.90, Synergy_HSA=-4.06. (8) Drug 1: C1CN1P(=S)(N2CC2)N3CC3. Drug 2: CC12CCC3C(C1CCC2O)C(CC4=C3C=CC(=C4)O)CCCCCCCCCS(=O)CCCC(C(F)(F)F)(F)F. Cell line: HT29. Synergy scores: CSS=13.3, Synergy_ZIP=-7.34, Synergy_Bliss=-6.83, Synergy_Loewe=-10.8, Synergy_HSA=-3.73. (9) Drug 1: C1C(C(OC1N2C=C(C(=O)NC2=O)F)CO)O. Drug 2: C1=NC(=NC(=O)N1C2C(C(C(O2)CO)O)O)N. Cell line: COLO 205. Synergy scores: CSS=52.9, Synergy_ZIP=-2.24, Synergy_Bliss=-2.50, Synergy_Loewe=4.28, Synergy_HSA=5.50. (10) Drug 1: CC1=CC=C(C=C1)C2=CC(=NN2C3=CC=C(C=C3)S(=O)(=O)N)C(F)(F)F. Drug 2: COC1=NC(=NC2=C1N=CN2C3C(C(C(O3)CO)O)O)N. Cell line: RPMI-8226. Synergy scores: CSS=7.49, Synergy_ZIP=0.287, Synergy_Bliss=2.46, Synergy_Loewe=6.04, Synergy_HSA=2.15.